This data is from Forward reaction prediction with 1.9M reactions from USPTO patents (1976-2016). The task is: Predict the product of the given reaction. The product is: [Br:13][C:9]1[CH:10]=[C:2]([C:1]([OH:12])=[O:11])[CH:3]=[C:4]([CH:8]=1)[C:5]([OH:7])=[O:6]. Given the reactants [C:1]([OH:12])(=[O:11])[C:2]1[CH:10]=[CH:9][CH:8]=[C:4]([C:5]([OH:7])=[O:6])[CH:3]=1.[Br:13]N1C(=O)CCC1=O, predict the reaction product.